This data is from Reaction yield outcomes from USPTO patents with 853,638 reactions. The task is: Predict the reaction yield, written as a fraction of the theoretical maximum amount of product (1.0 means a 100% yield; for example, 0.34 means a 34% yield). (1) The reactants are C(O)(C(F)(F)F)=O.[O:8]=[C:9]1[CH:14]=[C:13]([C:15]2[CH:20]=[CH:19][N:18]=[C:17]([NH:21][CH:22]3[CH2:27][CH2:26][O:25][CH2:24][CH2:23]3)[N:16]=2)[CH:12]=[CH:11][N:10]1CC1C=C2C(C=CN2C(OC(C)(C)C)=O)=CC=1.C([O-])(O)=O.[Na+].CC#N. The catalyst is ClCCl. The product is [O:25]1[CH2:26][CH2:27][CH:22]([NH:21][C:17]2[N:16]=[C:15]([C:13]3[CH:12]=[CH:11][NH:10][C:9](=[O:8])[CH:14]=3)[CH:20]=[CH:19][N:18]=2)[CH2:23][CH2:24]1. The yield is 0.200. (2) The catalyst is C(O)C. The yield is 0.220. The reactants are [Cl:1][C:2]1[N:7]=[C:6](Cl)[C:5]([CH3:9])=[CH:4][N:3]=1.[CH3:10][NH:11][CH:12]1[CH2:29][CH2:28][C:15]2([CH2:20][CH2:19][N:18]([C:21]([O:23][C:24]([CH3:27])([CH3:26])[CH3:25])=[O:22])[CH2:17][CH2:16]2)[CH2:14][CH2:13]1.C(N(CC)CC)C. The product is [Cl:1][C:2]1[N:7]=[C:6]([N:11]([CH3:10])[CH:12]2[CH2:29][CH2:28][C:15]3([CH2:20][CH2:19][N:18]([C:21]([O:23][C:24]([CH3:25])([CH3:26])[CH3:27])=[O:22])[CH2:17][CH2:16]3)[CH2:14][CH2:13]2)[C:5]([CH3:9])=[CH:4][N:3]=1. (3) The reactants are [OH:1][CH2:2][CH2:3][CH2:4][CH:5]([C:20]1[CH:27]=[CH:26][C:23]([C:24]#[N:25])=[CH:22][CH:21]=1)[O:6][C:7]1[CH:12]=[CH:11][C:10]([O:13][CH:14]2[CH2:19][CH2:18][CH2:17][CH2:16][O:15]2)=[CH:9][CH:8]=1.[CH3:28][S:29](Cl)(=[O:31])=[O:30].O. The catalyst is C(Cl)Cl. The product is [CH3:28][S:29]([O:1][CH2:2][CH2:3][CH2:4][CH:5]([C:20]1[CH:27]=[CH:26][C:23]([C:24]#[N:25])=[CH:22][CH:21]=1)[O:6][C:7]1[CH:8]=[CH:9][C:10]([O:13][CH:14]2[CH2:19][CH2:18][CH2:17][CH2:16][O:15]2)=[CH:11][CH:12]=1)(=[O:31])=[O:30]. The yield is 1.00. (4) The reactants are O[NH:2][C:3]1[N:8]=[CH:7][C:6]([C:9]2[CH:31]=[CH:30][C:12]([C:13]([NH:15][CH2:16][C:17]3[CH:22]=[N:21][C:20]([CH3:23])=[C:19]4[O:24][C:25]([CH3:29])([CH3:28])[O:26][CH2:27][C:18]=34)=[O:14])=[CH:11][CH:10]=2)=[CH:5][CH:4]=1. The catalyst is C(OCC)(=O)C.[Pd]. The product is [NH2:2][C:3]1[N:8]=[CH:7][C:6]([C:9]2[CH:31]=[CH:30][C:12]([C:13]([NH:15][CH2:16][C:17]3[CH:22]=[N:21][C:20]([CH3:23])=[C:19]4[O:24][C:25]([CH3:28])([CH3:29])[O:26][CH2:27][C:18]=34)=[O:14])=[CH:11][CH:10]=2)=[CH:5][CH:4]=1. The yield is 0.360. (5) The yield is 0.710. The catalyst is O. The reactants are [Br:1][C:2]1[CH:3]=[CH:4][C:5]([N+:13]([O-:15])=[O:14])=[C:6](/[CH:8]=C/N(C)C)[CH:7]=1.C1C[O:19]CC1. The product is [Br:1][C:2]1[CH:3]=[CH:4][C:5]([N+:13]([O-:15])=[O:14])=[C:6]([CH:7]=1)[CH:8]=[O:19]. (6) The reactants are [S:1]1[CH:5]=[CH:4][CH:3]=[C:2]1[S:6]([N:9]1[CH2:14][CH2:13][CH2:12][C@@H:11]([C:15]([OH:17])=O)[CH2:10]1)(=[O:8])=[O:7].[CH:18]1([NH2:23])[CH2:22][CH2:21][CH2:20][CH2:19]1. No catalyst specified. The product is [CH:18]1([NH:23][C:15]([C@@H:11]2[CH2:12][CH2:13][CH2:14][N:9]([S:6]([C:2]3[S:1][CH:5]=[CH:4][CH:3]=3)(=[O:7])=[O:8])[CH2:10]2)=[O:17])[CH2:22][CH2:21][CH2:20][CH2:19]1. The yield is 0.730. (7) The reactants are [CH3:1][C:2]1[CH:6]=[C:5]([NH:7][S:8]([C:11]2[CH:16]=[CH:15][C:14](Br)=[CH:13][CH:12]=2)(=[O:10])=[O:9])[O:4][N:3]=1.[CH3:18][C:19]1[CH:24]=[CH:23][C:22](B(O)O)=[CH:21][CH:20]=1. The catalyst is O. The product is [CH3:1][C:2]1[CH:6]=[C:5]([NH:7][S:8]([C:11]2[CH:16]=[CH:15][C:14]([C:22]3[CH:23]=[CH:24][C:19]([CH3:18])=[CH:20][CH:21]=3)=[CH:13][CH:12]=2)(=[O:10])=[O:9])[O:4][N:3]=1. The yield is 1.00.